Dataset: Catalyst prediction with 721,799 reactions and 888 catalyst types from USPTO. Task: Predict which catalyst facilitates the given reaction. (1) Reactant: [CH:1]1([CH2:4][CH2:5][N:6]2[C:11](=[O:12])[CH2:10][C:9](=[O:13])[N:8]([C:14]3[CH:19]=[CH:18][C:17]([C:20]4[S:21][CH:22]=[CH:23][CH:24]=4)=[CH:16][CH:15]=3)[C:7]2=[O:25])[CH2:3][CH2:2]1.C(N(C(C)C)CC)(C)C.[N:35]([CH2:38][C:39]([O:41]CC)=[O:40])=[C:36]=[O:37]. Product: [CH:1]1([CH2:4][CH2:5][N:6]2[C:11](=[O:12])[C:10]([C:36]([NH:35][CH2:38][C:39]([OH:41])=[O:40])=[O:37])=[C:9]([OH:13])[N:8]([C:14]3[CH:19]=[CH:18][C:17]([C:20]4[S:21][CH:22]=[CH:23][CH:24]=4)=[CH:16][CH:15]=3)[C:7]2=[O:25])[CH2:3][CH2:2]1. The catalyst class is: 4. (2) Reactant: [NH:1]1[CH:5]=[C:4]([C:6]([C:8]2[CH:9]=[C:10]([NH:14][S:15]([CH2:18][CH3:19])(=[O:17])=[O:16])[CH:11]=[CH:12][CH:13]=2)=[O:7])[N:3]=[CH:2]1.[CH2:20]([Mg]Br)[CH3:21].CCOCC. Product: [OH:7][C:6]([C:8]1[CH:9]=[C:10]([NH:14][S:15]([CH2:18][CH3:19])(=[O:17])=[O:16])[CH:11]=[CH:12][CH:13]=1)([C:4]1[N:3]=[CH:2][NH:1][CH:5]=1)[CH2:20][CH3:21]. The catalyst class is: 1. (3) Reactant: Cl[C:2]1[C:7]([F:8])=[C:6]([N:9]2[CH2:14][CH2:13][N:12]([CH3:15])[CH2:11][C@@H:10]2[CH3:16])[N:5]=[C:4]([CH3:17])[N:3]=1.O.[NH2:19][NH2:20]. Product: [CH3:16][C@H:10]1[CH2:11][N:12]([CH3:15])[CH2:13][CH2:14][N:9]1[C:6]1[C:7]([F:8])=[C:2]([NH:19][NH2:20])[N:3]=[C:4]([CH3:17])[N:5]=1. The catalyst class is: 16. (4) Reactant: [B:10]1([B:10]2[O:14][C:13]([CH3:16])([CH3:15])[C:12]([CH3:18])([CH3:17])[O:11]2)[O:14][C:13]([CH3:16])([CH3:15])[C:12]([CH3:18])([CH3:17])[O:11]1.C([O-])(=O)C.[K+].Br[C:25]1[CH:26]=[C:27]([C:47]([F:50])([F:49])[F:48])[C:28]([O:31][CH2:32][CH2:33][CH:34]2[CH2:39][CH2:38][N:37]([C:40]([O:42][C:43]([CH3:46])([CH3:45])[CH3:44])=[O:41])[CH2:36][CH2:35]2)=[N:29][CH:30]=1.CCOC(C)=O. Product: [CH3:16][C:13]1([CH3:15])[C:12]([CH3:17])([CH3:18])[O:11][B:10]([C:25]2[CH:26]=[C:27]([C:47]([F:50])([F:48])[F:49])[C:28]([O:31][CH2:32][CH2:33][CH:34]3[CH2:39][CH2:38][N:37]([C:40]([O:42][C:43]([CH3:44])([CH3:45])[CH3:46])=[O:41])[CH2:36][CH2:35]3)=[N:29][CH:30]=2)[O:14]1. The catalyst class is: 184.